The task is: Predict the reaction yield, written as a fraction of the theoretical maximum amount of product (1.0 means a 100% yield; for example, 0.34 means a 34% yield).. This data is from Reaction yield outcomes from USPTO patents with 853,638 reactions. (1) The reactants are [NH2:1][C:2]1[CH:7]=[CH:6][CH:5]=[CH:4][CH:3]=1.[Cl:8][C:9]1[N:14]=[C:13](Cl)[C:12]([Cl:16])=[CH:11][N:10]=1.C(=O)([O-])[O-].[K+].[K+]. The catalyst is C(O)C. The product is [Cl:8][C:9]1[N:14]=[C:13]([NH:1][C:2]2[CH:7]=[CH:6][CH:5]=[CH:4][CH:3]=2)[C:12]([Cl:16])=[CH:11][N:10]=1. The yield is 0.700. (2) The reactants are [NH2:1][CH:2]1[CH2:7][CH2:6][N:5]([CH2:8][CH2:9][N:10]2[C:15]3[CH:16]=[C:17]([S:20]([CH3:23])(=[O:22])=[O:21])[CH:18]=[CH:19][C:14]=3[O:13][CH2:12][C:11]2=[O:24])[CH2:4][CH2:3]1.[O:25]=[C:26]1[CH2:31][O:30][C:29]2[CH:32]=[CH:33][C:34]([CH:36]=O)=[N:35][C:28]=2[NH:27]1.[C:38]([BH3-])#N.[Na+]. No catalyst specified. The product is [CH2:23]([S:20]([C:17]1[CH:18]=[CH:19][C:14]2[O:13][CH2:12][C:11](=[O:24])[N:10]([CH2:9][CH2:8][N:5]3[CH2:6][CH2:7][CH:2]([NH:1][CH2:36][C:34]4[CH:33]=[CH:32][C:29]5[O:30][CH2:31][C:26](=[O:25])[NH:27][C:28]=5[N:35]=4)[CH2:3][CH2:4]3)[C:15]=2[CH:16]=1)(=[O:22])=[O:21])[CH3:38]. The yield is 0.190.